This data is from Reaction yield outcomes from USPTO patents with 853,638 reactions. The task is: Predict the reaction yield, written as a fraction of the theoretical maximum amount of product (1.0 means a 100% yield; for example, 0.34 means a 34% yield). (1) The yield is 0.240. The product is [O:1]([C:8]1[C:13]([C:14]([F:15])([F:16])[F:17])=[CH:12][CH:11]=[CH:10][C:9]=1[OH:18])[C:2]1[CH:7]=[CH:6][CH:5]=[CH:4][CH:3]=1. The catalyst is C(Cl)Cl. The reactants are [O:1]([C:8]1[C:13]([C:14]([F:17])([F:16])[F:15])=[CH:12][CH:11]=[CH:10][C:9]=1[O:18]C)[C:2]1[CH:7]=[CH:6][CH:5]=[CH:4][CH:3]=1.B(Br)(Br)Br. (2) The reactants are [Cl:1][C:2]1[CH:10]=[CH:9][C:5]([C:6](Cl)=O)=[CH:4][N:3]=1.[Cl:11][C:12]1[CH:17]=[CH:16][CH:15]=[C:14]([NH2:18])[C:13]=1[NH:19][CH2:20][CH2:21][CH3:22]. The catalyst is C1COCC1. The product is [Cl:11][C:12]1[C:13]2[N:19]([CH2:20][CH2:21][CH3:22])[C:6]([C:5]3[CH:4]=[N:3][C:2]([Cl:1])=[CH:10][CH:9]=3)=[N:18][C:14]=2[CH:15]=[CH:16][CH:17]=1. The yield is 0.370. (3) The reactants are C1(C)C=CC(S(O)(=O)=O)=CC=1.C1C=CC=CC=1.[Cl-].[N:25]1[CH:30]=[CH:29][CH:28]=[CH:27][C:26]=1[N+:25]1[CH:30]=[CH:29][CH:28]=[CH:27][CH:26]=1.[NH2:31][C:32]1[CH:33]=[C:34]([CH:47]=[CH:48][CH:49]=1)[C:35]([NH:37][C:38]1[CH:43]=[CH:42][C:41]([N+:44]([O-:46])=[O:45])=[CH:40][CH:39]=1)=[O:36]. The catalyst is CN1CCCC1=O. The product is [N+:44]([C:41]1[CH:40]=[CH:39][C:38]([NH:37][C:35](=[O:36])[C:34]2[CH:47]=[CH:48][CH:49]=[C:32]([NH:31][C:28]3[CH:27]=[CH:26][N:25]=[CH:30][CH:29]=3)[CH:33]=2)=[CH:43][CH:42]=1)([O-:46])=[O:45]. The yield is 0.550.